From a dataset of hERG Central: cardiac toxicity at 1µM, 10µM, and general inhibition. Predict hERG channel inhibition at various concentrations. (1) The molecule is CCOc1ccccc1NC(=O)c1cccc(NC(=O)CC(c2ccccc2)c2ccccc2)c1. Results: hERG_inhib (hERG inhibition (general)): blocker. (2) The molecule is CCC(C)(C)n1nnnc1C(c1cc2ccc(C)cc2[nH]c1=O)N(Cc1cccnc1)Cc1ccco1. Results: hERG_inhib (hERG inhibition (general)): blocker. (3) The molecule is COc1cccc(CC2(CO)CCCN(Cc3cn[nH]c3-c3cc(C)ccc3C)C2)c1. Results: hERG_inhib (hERG inhibition (general)): blocker. (4) The drug is O=C(C1CC1)N1CCN(c2ccnc3cc(Cl)ccc23)CC1. Results: hERG_inhib (hERG inhibition (general)): blocker. (5) The compound is CCc1ccc(-c2cn(-c3nc(C)cc(C)n3)c(=N)o2)cc1. Results: hERG_inhib (hERG inhibition (general)): blocker. (6) The compound is COC(=O)c1cc(-c2c(-c3cc(OC)c(OC)c(OC)c3)noc2C)cc([N+](=O)[O-])c1. Results: hERG_inhib (hERG inhibition (general)): blocker. (7) The drug is CN(CC1CCN(CCc2cccc(C(F)(F)F)c2)CC1)C(=O)c1ccccc1. Results: hERG_inhib (hERG inhibition (general)): blocker. (8) The drug is Cc1c(CN2CCC(C(=O)Nc3cccc(-c4cccc(Cl)c4)c3)CC2)cnn1C. Results: hERG_inhib (hERG inhibition (general)): blocker.